This data is from TCR-epitope binding with 47,182 pairs between 192 epitopes and 23,139 TCRs. The task is: Binary Classification. Given a T-cell receptor sequence (or CDR3 region) and an epitope sequence, predict whether binding occurs between them. (1) The epitope is LLLGIGILV. The TCR CDR3 sequence is CASSDRLTGGAETQYF. Result: 0 (the TCR does not bind to the epitope). (2) The epitope is GTSGSPIVNR. The TCR CDR3 sequence is CASSMGQGDYEQYF. Result: 1 (the TCR binds to the epitope). (3) The epitope is HTDFSSEIIGY. The TCR CDR3 sequence is CASSRQPNTEAFF. Result: 1 (the TCR binds to the epitope). (4) The epitope is VTEHDTLLY. The TCR CDR3 sequence is CASSESLLTEQFF. Result: 1 (the TCR binds to the epitope). (5) The epitope is LLALHRSYL. The TCR CDR3 sequence is CASSQEGSGAPYEQYF. Result: 0 (the TCR does not bind to the epitope). (6) The epitope is ATDALMTGY. The TCR CDR3 sequence is CASSLIGGSGEQFF. Result: 0 (the TCR does not bind to the epitope). (7) The epitope is DPFRLLQNSQVFS. The TCR CDR3 sequence is CASSLLTSGFPYEQYF. Result: 0 (the TCR does not bind to the epitope).